Dataset: Reaction yield outcomes from USPTO patents with 853,638 reactions. Task: Predict the reaction yield, written as a fraction of the theoretical maximum amount of product (1.0 means a 100% yield; for example, 0.34 means a 34% yield). (1) The reactants are [CH3:1][O:2][C:3]1[CH:8]=[CH:7][CH:6]=[CH:5][C:4]=1[C:9]1[C:17]2[C:12](=[N:13][CH:14]=[C:15]([C:18]3[CH:19]=[C:20]([OH:24])[CH:21]=[CH:22][CH:23]=3)[CH:16]=2)[NH:11][CH:10]=1.[NH:25]1[CH2:30][CH2:29][O:28][CH2:27][CH2:26]1.[CH2:31]=O. The catalyst is CO.C1(C)C=CC=CC=1. The product is [CH3:1][O:2][C:3]1[CH:8]=[CH:7][CH:6]=[CH:5][C:4]=1[C:9]1[C:17]2[C:12](=[N:13][CH:14]=[C:15]([C:18]3[CH:23]=[CH:22][C:21]([CH2:31][N:25]4[CH2:30][CH2:29][O:28][CH2:27][CH2:26]4)=[C:20]([OH:24])[CH:19]=3)[CH:16]=2)[NH:11][CH:10]=1. The yield is 0.630. (2) The reactants are [F:1][C:2]1[C:7]([F:8])=[CH:6][CH:5]=[CH:4][C:3]=1[C:9]1(O)[CH2:15][CH2:14][CH:13]=[CH:12][CH2:11][CH2:10]1.C([SiH](CC)CC)C.C(O)(C(F)(F)F)=O.CCCCCC. The catalyst is C(Cl)Cl. The product is [F:1][C:2]1[C:7]([F:8])=[CH:6][CH:5]=[CH:4][C:3]=1[CH:9]1[CH2:15][CH2:14][CH:13]=[CH:12][CH2:11][CH2:10]1. The yield is 0.880. (3) The reactants are Cl[C:2]1[N:7]=[C:6]([S:8][C:9]2[CH:10]=[C:11]([NH:15][C:16](=[O:19])[CH:17]=[CH2:18])[CH:12]=[CH:13][CH:14]=2)[CH:5]=[CH:4][N:3]=1.[CH3:20][O:21][C:22]1[CH:23]=[C:24]([CH:26]=[C:27]([O:31][CH3:32])[C:28]=1[O:29][CH3:30])[NH2:25]. No catalyst specified. The product is [CH3:32][O:31][C:27]1[CH:26]=[C:24]([NH:25][C:2]2[N:7]=[C:6]([S:8][C:9]3[CH:10]=[C:11]([NH:15][C:16](=[O:19])[CH:17]=[CH2:18])[CH:12]=[CH:13][CH:14]=3)[CH:5]=[CH:4][N:3]=2)[CH:23]=[C:22]([O:21][CH3:20])[C:28]=1[O:29][CH3:30]. The yield is 0.140. (4) The reactants are [F:1][C:2]1[C:3]([CH2:25][N:26]([CH3:34])[C:27](=[O:33])[O:28][C:29]([CH3:32])([CH3:31])[CH3:30])=[CH:4][N:5]([S:14]([C:17]2[O:18][C:19]([CH:22]([OH:24])[CH3:23])=[CH:20][CH:21]=2)(=[O:16])=[O:15])[C:6]=1[C:7]1[C:8]([F:13])=[N:9][CH:10]=[CH:11][CH:12]=1.C(N(CC)CC)C.Cl. The catalyst is CS(C)=O. The product is [C:22]([C:19]1[O:18][C:17]([S:14]([N:5]2[C:6]([C:7]3[C:8]([F:13])=[N:9][CH:10]=[CH:11][CH:12]=3)=[C:2]([F:1])[C:3]([CH2:25][N:26]([CH3:34])[C:27](=[O:33])[O:28][C:29]([CH3:31])([CH3:30])[CH3:32])=[CH:4]2)(=[O:15])=[O:16])=[CH:21][CH:20]=1)(=[O:24])[CH3:23]. The yield is 0.770. (5) The reactants are [CH2:1]([O:5][C:6]1[C:30]([O:31][CH3:32])=[CH:29][CH:28]=[CH:27][C:7]=1[CH2:8][N:9]([CH3:26])[C:10](=[O:25])/[CH:11]=[CH:12]/[C:13]1[CH:24]=[N:23][C:16]2[NH:17][C:18](=[O:22])[CH2:19][NH:20][CH2:21][C:15]=2[CH:14]=1)[CH:2]([CH3:4])[CH3:3].[ClH:33]. The catalyst is C(Cl)Cl.C(OCC)C. The product is [ClH:33].[CH2:1]([O:5][C:6]1[C:30]([O:31][CH3:32])=[CH:29][CH:28]=[CH:27][C:7]=1[CH2:8][N:9]([CH3:26])[C:10](=[O:25])/[CH:11]=[CH:12]/[C:13]1[CH:24]=[N:23][C:16]2[NH:17][C:18](=[O:22])[CH2:19][NH:20][CH2:21][C:15]=2[CH:14]=1)[CH:2]([CH3:4])[CH3:3]. The yield is 0.450. (6) The reactants are [C:1]([O:5][C:6](=[O:27])[CH2:7][CH2:8][N:9]([C:15]1[CH:20]=[CH:19][C:18]([O:21][C:22]([F:25])([F:24])[F:23])=[C:17]([Cl:26])[CH:16]=1)[CH2:10][C:11](OC)=[O:12])([CH3:4])([CH3:3])[CH3:2].[Li+].[BH4-].CO.CC(C)=O. The catalyst is C1COCC1.C1CCCCC1.[OH-].[Na+]. The product is [C:1]([O:5][C:6](=[O:27])[CH2:7][CH2:8][N:9]([C:15]1[CH:20]=[CH:19][C:18]([O:21][C:22]([F:24])([F:25])[F:23])=[C:17]([Cl:26])[CH:16]=1)[CH2:10][CH2:11][OH:12])([CH3:4])([CH3:2])[CH3:3]. The yield is 0.780. (7) The reactants are [CH3:1][S:2]([NH:5][NH2:6])(=[O:4])=[O:3].CCN(C(C)C)C(C)C.C[O:17][C:18](=O)[C:19]1[CH:24]=[C:23]([C:25]2[N:26]([CH3:30])[N:27]=[CH:28][CH:29]=2)[C:22]([CH:31]([CH3:33])[CH3:32])=[CH:21][C:20]=1[NH:34][C:35](OC1C=CC(Cl)=CC=1)=[O:36]. The catalyst is O1CCOCC1. The product is [CH:31]([C:22]1[CH:21]=[C:20]2[C:19]([C:18](=[O:17])[N:6]([NH:5][S:2]([CH3:1])(=[O:4])=[O:3])[C:35](=[O:36])[NH:34]2)=[CH:24][C:23]=1[C:25]1[N:26]([CH3:30])[N:27]=[CH:28][CH:29]=1)([CH3:33])[CH3:32]. The yield is 0.480.